From a dataset of Peptide-MHC class II binding affinity with 134,281 pairs from IEDB. Regression. Given a peptide amino acid sequence and an MHC pseudo amino acid sequence, predict their binding affinity value. This is MHC class II binding data. (1) The peptide sequence is VVWTNTPTKWDNSFL. The MHC is DRB1_1101 with pseudo-sequence DRB1_1101. The binding affinity (normalized) is 0.180. (2) The peptide sequence is MAGAGPAPMLAAAAG. The MHC is DRB1_0301 with pseudo-sequence DRB1_0301. The binding affinity (normalized) is 0.0761.